Dataset: Full USPTO retrosynthesis dataset with 1.9M reactions from patents (1976-2016). Task: Predict the reactants needed to synthesize the given product. (1) Given the product [I:18][CH2:2][CH2:3][CH2:4][O:5][C:6]1[CH:15]=[C:14]2[C:9]([CH:10]=[CH:11][C:12](=[O:17])[N:13]2[CH3:16])=[CH:8][CH:7]=1, predict the reactants needed to synthesize it. The reactants are: Cl[CH2:2][CH2:3][CH2:4][O:5][C:6]1[CH:15]=[C:14]2[C:9]([CH:10]=[CH:11][C:12](=[O:17])[N:13]2[CH3:16])=[CH:8][CH:7]=1.[I-:18].[Na+].C(#N)C.O. (2) The reactants are: [F:1][C:2]1[CH:38]=[C:37]([F:39])[CH:36]=[CH:35][C:3]=1[O:4][C:5]1[C:13]([C:14]2[C:15]3[CH:24]=[CH:23][N:22](S(C4C=CC(C)=CC=4)(=O)=O)[C:16]=3[C:17](=[O:21])[N:18]([CH3:20])[CH:19]=2)=[CH:12][C:8]2[NH:9][N:10]=[N:11][C:7]=2[CH:6]=1.[OH-].[Na+].O. Given the product [F:1][C:2]1[CH:38]=[C:37]([F:39])[CH:36]=[CH:35][C:3]=1[O:4][C:5]1[C:13]([C:14]2[C:15]3[CH:24]=[CH:23][NH:22][C:16]=3[C:17](=[O:21])[N:18]([CH3:20])[CH:19]=2)=[CH:12][C:8]2[NH:9][N:10]=[N:11][C:7]=2[CH:6]=1, predict the reactants needed to synthesize it.